Dataset: Catalyst prediction with 721,799 reactions and 888 catalyst types from USPTO. Task: Predict which catalyst facilitates the given reaction. (1) Reactant: [Br:1][C:2]1[N:3]=[C:4]([CH:9]2[O:13][CH2:12][CH2:11][O:10]2)[N:5]([CH3:8])[C:6]=1Br.[Li]CCCC.O. Product: [Br:1][C:2]1[N:3]=[C:4]([CH:9]2[O:13][CH2:12][CH2:11][O:10]2)[N:5]([CH3:8])[CH:6]=1. The catalyst class is: 1. (2) Reactant: [NH2:1][C:2]1[C:3]([CH3:16])=[C:4]([CH3:15])[C:5]2[O:9][C:8]([CH3:11])([CH3:10])[C:7](=[O:12])[C:6]=2[C:13]=1[CH3:14].[C:17]([CH2:21][C:22](Cl)=[O:23])([CH3:20])([CH3:19])[CH3:18].C(N(CC)CC)C.O. Product: [CH3:18][C:17]([CH3:20])([CH3:19])[CH2:21][C:22]([NH:1][C:2]1[C:3]([CH3:16])=[C:4]([CH3:15])[C:5]2[O:9][C:8]([CH3:10])([CH3:11])[C:7](=[O:12])[C:6]=2[C:13]=1[CH3:14])=[O:23]. The catalyst class is: 4.